From a dataset of Forward reaction prediction with 1.9M reactions from USPTO patents (1976-2016). Predict the product of the given reaction. (1) Given the reactants [CH3:1][CH:2]1[CH:7]([N:8]([CH3:28])[C:9]2[C:10]3[CH:17]=[CH:16][N:15](S(C4C=CC(C)=CC=4)(=O)=O)[C:11]=3[N:12]=[CH:13][N:14]=2)[CH2:6][CH2:5][CH:4]([CH2:29][S:30]([N:33]2[CH2:37][CH2:36][C@H:35]([CH2:38][OH:39])[CH2:34]2)(=[O:32])=[O:31])[CH2:3]1.[Li+].[OH-].CO.C1COCC1, predict the reaction product. The product is: [CH3:1][CH:2]1[CH:7]([N:8]([CH3:28])[C:9]2[C:10]3[CH:17]=[CH:16][NH:15][C:11]=3[N:12]=[CH:13][N:14]=2)[CH2:6][CH2:5][CH:4]([CH2:29][S:30]([N:33]2[CH2:37][CH2:36][C@H:35]([CH2:38][OH:39])[CH2:34]2)(=[O:32])=[O:31])[CH2:3]1. (2) Given the reactants C([O:3][C:4]([CH:6]1[CH2:11][CH2:10][N:9]([C:12](=[O:43])[C:13]2[CH:18]=[CH:17][CH:16]=[C:15]([C@@H:19]([N:27]3[CH2:32][C@@H:31]([CH3:33])[N:30]([CH2:34][C:35]4[CH:40]=[CH:39][CH:38]=[C:37]([F:41])[CH:36]=4)[CH2:29][C@@H:28]3[CH3:42])[C:20]3[CH:25]=[CH:24][CH:23]=[C:22]([OH:26])[CH:21]=3)[CH:14]=2)[CH2:8][CH2:7]1)=[O:5])C.[OH-].[Na+].Cl.O, predict the reaction product. The product is: [F:41][C:37]1[CH:36]=[C:35]([CH:40]=[CH:39][CH:38]=1)[CH2:34][N:30]1[C@H:31]([CH3:33])[CH2:32][N:27]([C@@H:19]([C:20]2[CH:25]=[CH:24][CH:23]=[C:22]([OH:26])[CH:21]=2)[C:15]2[CH:14]=[C:13]([CH:18]=[CH:17][CH:16]=2)[C:12]([N:9]2[CH2:8][CH2:7][CH:6]([C:4]([OH:5])=[O:3])[CH2:11][CH2:10]2)=[O:43])[C@@H:28]([CH3:42])[CH2:29]1.